From a dataset of Peptide-MHC class II binding affinity with 134,281 pairs from IEDB. Regression. Given a peptide amino acid sequence and an MHC pseudo amino acid sequence, predict their binding affinity value. This is MHC class II binding data. (1) The peptide sequence is ITDTTIGTGDDCISI. The MHC is DRB5_0101 with pseudo-sequence DRB5_0101. The binding affinity (normalized) is 0. (2) The peptide sequence is KFTVFEAAFNKAIKE. The MHC is DRB1_0101 with pseudo-sequence DRB1_0101. The binding affinity (normalized) is 0.875. (3) The peptide sequence is AAPLSWSKDIYNYME. The MHC is DRB3_0101 with pseudo-sequence DRB3_0101. The binding affinity (normalized) is 0.666. (4) The peptide sequence is GELQCVDKIDAAFKI. The binding affinity (normalized) is 0.598. The MHC is DRB1_0404 with pseudo-sequence DRB1_0404. (5) The peptide sequence is LARALVRAVAESHGV. The MHC is HLA-DQA10401-DQB10402 with pseudo-sequence HLA-DQA10401-DQB10402. The binding affinity (normalized) is 0.472. (6) The MHC is DRB1_1501 with pseudo-sequence DRB1_1501. The peptide sequence is HRPASVIKVLVAMAS. The binding affinity (normalized) is 0.358.